Dataset: Catalyst prediction with 721,799 reactions and 888 catalyst types from USPTO. Task: Predict which catalyst facilitates the given reaction. Reactant: P12(SP3(SP(SP(S3)(S1)=S)(=S)S2)=S)=[S:2].[CH3:15][S:16][CH2:17][N:18]1[C:23](=[O:24])[N:22]2[CH:25]=[N:26][C:27]([C:28]([NH2:30])=O)=[C:21]2[N:20]=[N:19]1.C[Si](C)(C)O[Si](C)(C)C. Product: [CH3:15][S:16][CH2:17][N:18]1[C:23](=[O:24])[N:22]2[CH:25]=[N:26][C:27]([C:28](=[S:2])[NH2:30])=[C:21]2[N:20]=[N:19]1. The catalyst class is: 2.